Dataset: NCI-60 drug combinations with 297,098 pairs across 59 cell lines. Task: Regression. Given two drug SMILES strings and cell line genomic features, predict the synergy score measuring deviation from expected non-interaction effect. (1) Drug 1: COC1=NC(=NC2=C1N=CN2C3C(C(C(O3)CO)O)O)N. Drug 2: C1CNP(=O)(OC1)N(CCCl)CCCl. Cell line: HT29. Synergy scores: CSS=0.0770, Synergy_ZIP=1.56, Synergy_Bliss=2.63, Synergy_Loewe=1.95, Synergy_HSA=-0.429. (2) Drug 1: CN(C)N=NC1=C(NC=N1)C(=O)N. Drug 2: CN(C)C1=NC(=NC(=N1)N(C)C)N(C)C. Cell line: A549. Synergy scores: CSS=-3.63, Synergy_ZIP=1.22, Synergy_Bliss=1.16, Synergy_Loewe=-3.64, Synergy_HSA=-3.10.